From a dataset of Reaction yield outcomes from USPTO patents with 853,638 reactions. Predict the reaction yield, written as a fraction of the theoretical maximum amount of product (1.0 means a 100% yield; for example, 0.34 means a 34% yield). The reactants are [Cl:1][C:2]1[C:3]([CH3:18])=[C:4]([C:13]2[CH:14]=[N:15][NH:16][CH:17]=2)[C:5]([O:11][CH3:12])=[C:6]([C:8](=[O:10])[CH3:9])[CH:7]=1.[H-].[Na+].Cl[CH2:22][C:23]#[N:24]. The catalyst is CN(C)C=O. The product is [C:8]([C:6]1[C:5]([O:11][CH3:12])=[C:4]([C:13]2[CH:17]=[N:16][N:15]([CH2:22][C:23]#[N:24])[CH:14]=2)[C:3]([CH3:18])=[C:2]([Cl:1])[CH:7]=1)(=[O:10])[CH3:9]. The yield is 0.670.